Dataset: Full USPTO retrosynthesis dataset with 1.9M reactions from patents (1976-2016). Task: Predict the reactants needed to synthesize the given product. (1) Given the product [CH2:1]([S:8][C:9]1[N:13]([CH3:14])[N:12]=[CH:11][C:10]=1[C:15]([NH:24][OH:23])=[O:17])[C:2]1[CH:7]=[CH:6][CH:5]=[CH:4][CH:3]=1, predict the reactants needed to synthesize it. The reactants are: [CH2:1]([S:8][C:9]1[N:13]([CH3:14])[N:12]=[CH:11][C:10]=1[C:15]([OH:17])=O)[C:2]1[CH:7]=[CH:6][CH:5]=[CH:4][CH:3]=1.S(Cl)(Cl)=O.Cl.[OH:23][NH2:24].[OH-].[K+].Cl. (2) Given the product [O:16]=[C:13]1[N:2]([C@@H:3]([C:5]2[CH:12]=[CH:11][C:8]([C:9]#[N:10])=[CH:7][CH:6]=2)[CH3:4])[C:19](=[O:29])[CH2:18][O:17]1, predict the reactants needed to synthesize it. The reactants are: Cl.[NH2:2][C@@H:3]([C:5]1[CH:12]=[CH:11][C:8]([C:9]#[N:10])=[CH:7][CH:6]=1)[CH3:4].[C:13]([O:17][CH2:18][CH3:19])(=[O:16])CO.C[O-].[Na+].C1N=CN(C(N2C=NC=C2)=[O:29])C=1. (3) The reactants are: [CH:1]1[CH:2]=[C:3]([N:9]2[CH2:14][CH2:13][N:12]([CH2:15][CH2:16][CH2:17][CH2:18][O:19][C:20]3[CH:21]=[CH:22][C:23]4[CH2:30][CH2:29][C:27](=[O:28])[NH:26][C:24]=4[CH:25]=3)[CH2:11][CH2:10]2)[C:4]([Cl:8])=[C:5]([Cl:7])[CH:6]=1.C([O-])(=O)/C=C\C([O-])=O.C1(C)C=CC=CC=1.[OH-].[Na+]. Given the product [CH:1]1[CH:2]=[C:3]([N:9]2[CH2:14][CH2:13][N:12]([CH2:15][CH2:16][CH2:17][CH2:18][O:19][C:20]3[CH:21]=[CH:22][C:23]4[CH2:30][CH2:29][C:27](=[O:28])[NH:26][C:24]=4[CH:25]=3)[CH2:11][CH2:10]2)[C:4]([Cl:8])=[C:5]([Cl:7])[CH:6]=1, predict the reactants needed to synthesize it. (4) Given the product [CH3:21][S:22]([O:11][CH2:10][CH2:9][CH2:8][C:5]1[CH:4]=[CH:3][C:2]([Br:1])=[CH:7][CH:6]=1)(=[O:24])=[O:23], predict the reactants needed to synthesize it. The reactants are: [Br:1][C:2]1[CH:7]=[CH:6][C:5]([CH2:8][CH2:9][CH2:10][OH:11])=[CH:4][CH:3]=1.C(N(C(C)C)CC)(C)C.[CH3:21][S:22](Cl)(=[O:24])=[O:23]. (5) Given the product [Br:1][C:2]1[CH:7]=[CH:6][C:5]([NH:19][CH2:18][CH2:17][C:14]2[CH:13]=[CH:12][C:11]([C:10]([F:21])([F:9])[F:20])=[CH:16][N:15]=2)=[CH:4][CH:3]=1, predict the reactants needed to synthesize it. The reactants are: [Br:1][C:2]1[CH:7]=[CH:6][C:5](I)=[CH:4][CH:3]=1.[F:9][C:10]([F:21])([F:20])[C:11]1[CH:12]=[CH:13][C:14]([CH2:17][CH2:18][NH2:19])=[N:15][CH:16]=1. (6) Given the product [C:17]([O:16][C:14]([N:11]1[CH2:12][CH2:13][C:8]([CH2:21][O:22][CH3:23])([C:6]([OH:7])=[O:5])[CH2:9][CH2:10]1)=[O:15])([CH3:20])([CH3:19])[CH3:18], predict the reactants needed to synthesize it. The reactants are: [OH-].[Na+].C([O:5][C:6]([C:8]1([CH2:21][O:22][CH3:23])[CH2:13][CH2:12][N:11]([C:14]([O:16][C:17]([CH3:20])([CH3:19])[CH3:18])=[O:15])[CH2:10][CH2:9]1)=[O:7])C. (7) Given the product [CH3:5][S:8]([CH2:30][CH2:31][CH2:32][S:33]([NH:36][C:24](=[O:26])[C:23]1[CH:22]=[CH:21][C:20]([CH2:19][N:11]([S:8]([C:5]2[CH:4]=[CH:3][C:2]([Cl:1])=[CH:7][CH:6]=2)(=[O:10])=[O:9])[CH2:12][C:13]2[CH:18]=[CH:17][CH:16]=[CH:15][N:14]=2)=[CH:28][CH:27]=1)(=[O:34])=[O:35])(=[O:10])=[O:9], predict the reactants needed to synthesize it. The reactants are: [Cl:1][C:2]1[CH:7]=[CH:6][C:5]([S:8]([N:11]([CH2:19][C:20]2[CH:28]=[CH:27][C:23]([C:24]([OH:26])=O)=[CH:22][CH:21]=2)[CH2:12][C:13]2[CH:18]=[CH:17][CH:16]=[CH:15][N:14]=2)(=[O:10])=[O:9])=[CH:4][CH:3]=1.C[CH2:30][CH2:31][C:32](=S(=O)=O)[S:33]([NH2:36])(=[O:35])=[O:34].